From a dataset of Forward reaction prediction with 1.9M reactions from USPTO patents (1976-2016). Predict the product of the given reaction. (1) Given the reactants [Cl:1][C:2]1[CH:3]=[C:4]([C:9]2[CH:13]=[C:12]([C:14]3[CH:15]=[N:16][C:17]4[C:22]([CH:23]=3)=[CH:21][CH:20]=[CH:19][CH:18]=4)[N:11]([C@H:24]([C:26]3[CH:36]=[CH:35][C:29]([C:30]([O:32]CC)=[O:31])=[CH:28][CH:27]=3)[CH3:25])[N:10]=2)[CH:5]=[C:6]([Cl:8])[CH:7]=1.CO.[OH-].[Na+], predict the reaction product. The product is: [Cl:1][C:2]1[CH:3]=[C:4]([C:9]2[CH:13]=[C:12]([C:14]3[CH:15]=[N:16][C:17]4[C:22]([CH:23]=3)=[CH:21][CH:20]=[CH:19][CH:18]=4)[N:11]([C@H:24]([C:26]3[CH:36]=[CH:35][C:29]([C:30]([OH:32])=[O:31])=[CH:28][CH:27]=3)[CH3:25])[N:10]=2)[CH:5]=[C:6]([Cl:8])[CH:7]=1. (2) Given the reactants [Cl:1][C:2]1[CH:18]=[CH:17][C:5]2[CH2:6][CH2:7][N:8]([C:11](=[O:16])[C:12]([F:15])([F:14])[F:13])[CH2:9][CH2:10][C:4]=2[C:3]=1OS(C(F)(F)F)(=O)=O.[NH2:27][CH2:28][C:29]1[CH:30]=[N:31][C:32]([O:35][CH2:36][C:37](=[O:42])[C:38]([CH3:41])([CH3:40])[CH3:39])=[CH:33][CH:34]=1, predict the reaction product. The product is: [Cl:1][C:2]1[CH:18]=[CH:17][C:5]2[CH2:6][CH2:7][N:8]([C:11](=[O:16])[C:12]([F:15])([F:14])[F:13])[CH2:9][CH2:10][C:4]=2[C:3]=1[NH:27][CH2:28][C:29]1[CH:30]=[N:31][C:32]([O:35][CH2:36][C:37](=[O:42])[C:38]([CH3:40])([CH3:39])[CH3:41])=[CH:33][CH:34]=1. (3) Given the reactants [Br:1][C:2]1[N:7]=[C:6]([CH:8]=O)[CH:5]=[CH:4][CH:3]=1.[CH3:10][NH:11][C:12]1[CH:17]=[CH:16][CH:15]=[CH:14][C:13]=1[NH2:18].[S].O, predict the reaction product. The product is: [Br:1][C:2]1[N:7]=[C:6]([C:8]2[N:11]([CH3:10])[C:12]3[CH:17]=[CH:16][CH:15]=[CH:14][C:13]=3[N:18]=2)[CH:5]=[CH:4][CH:3]=1. (4) The product is: [NH:27]1[C:23]2[CH:22]=[CH:21][N:20]=[C:19]([N:16]3[CH2:17][CH2:18][N:13]([CH2:12][CH2:11][C:5]4[C:4]5[C:8](=[CH:9][CH:10]=[C:2]([CH:35]=[O:36])[CH:3]=5)[NH:7][CH:6]=4)[CH2:14][CH2:15]3)[C:24]=2[CH:25]=[CH:26]1. Given the reactants Br[C:2]1[CH:3]=[C:4]2[C:8](=[CH:9][CH:10]=1)[NH:7][CH:6]=[C:5]2[CH2:11][CH2:12][N:13]1[CH2:18][CH2:17][N:16]([C:19]2[C:24]3[CH:25]=[CH:26][NH:27][C:23]=3[CH:22]=[CH:21][N:20]=2)[CH2:15][CH2:14]1.C([Li])(C)(C)C.CN(C)[CH:35]=[O:36].[NH4+].[Cl-], predict the reaction product. (5) Given the reactants [CH2:1]([O:3][C:4]([N:6]1[C:15]2[C:10](=[N:11][C:12]([O:16][CH3:17])=[CH:13][CH:14]=2)[C@@H:9]([NH:18][C:19]2[N:24]=[C:23]([CH2:25][C:26]3[CH:31]=[C:30]([C:32]([F:35])([F:34])[F:33])[CH:29]=[C:28]([C:36]([F:39])([F:38])[F:37])[CH:27]=3)[C:22]([CH:40]=[CH:41][C:42]#[N:43])=[CH:21][N:20]=2)[CH2:8][C@H:7]1[CH2:44][CH3:45])=[O:5])[CH3:2].[N-:46]=[N+:47]=[N-:48].[Na+].[Cl-].[NH4+], predict the reaction product. The product is: [CH2:1]([O:3][C:4]([N:6]1[C:15]2[C:10](=[N:11][C:12]([O:16][CH3:17])=[CH:13][CH:14]=2)[C@@H:9]([NH:18][C:19]2[N:24]=[C:23]([CH2:25][C:26]3[CH:31]=[C:30]([C:32]([F:35])([F:34])[F:33])[CH:29]=[C:28]([C:36]([F:37])([F:39])[F:38])[CH:27]=3)[C:22]([CH:40]=[CH:41][C:42]3[NH:48][N:47]=[N:46][N:43]=3)=[CH:21][N:20]=2)[CH2:8][C@H:7]1[CH2:44][CH3:45])=[O:5])[CH3:2]. (6) Given the reactants [Cl:1][C:2]1[CH:3]=[C:4]([CH:8]=[CH:9][C:10]=1[CH:11]([CH3:25])[C:12]([C:18]1[CH:23]=[CH:22][N:21]=[C:20]([Cl:24])[CH:19]=1)([OH:17])[C:13]([F:16])([F:15])[F:14])[C:5](O)=[O:6].[CH3:26][O:27][C:28](=[O:37])[CH2:29][C:30]1[CH:35]=[CH:34][C:33]([NH2:36])=[CH:32][CH:31]=1.CN(C(ON1N=NC2C=CC=CC1=2)=[N+](C)C)C.F[P-](F)(F)(F)(F)F, predict the reaction product. The product is: [CH3:26][O:27][C:28](=[O:37])[CH2:29][C:30]1[CH:35]=[CH:34][C:33]([NH:36][C:5](=[O:6])[C:4]2[CH:8]=[CH:9][C:10]([CH:11]([CH3:25])[C:12]([C:18]3[CH:23]=[CH:22][N:21]=[C:20]([Cl:24])[CH:19]=3)([OH:17])[C:13]([F:16])([F:14])[F:15])=[C:2]([Cl:1])[CH:3]=2)=[CH:32][CH:31]=1.